Dataset: Catalyst prediction with 721,799 reactions and 888 catalyst types from USPTO. Task: Predict which catalyst facilitates the given reaction. (1) The catalyst class is: 15. Reactant: [Br:1][C:2]1[C:8]([F:9])=[CH:7][C:5]([NH2:6])=[CH:4][C:3]=1[F:10].C1C(=O)N([I:18])C(=O)C1.O. Product: [Br:1][C:2]1[C:8]([F:9])=[CH:7][C:5]([NH2:6])=[C:4]([I:18])[C:3]=1[F:10]. (2) Reactant: Br[C:2]1[CH:3]=[CH:4][C:5]2[O:9][C:8]3[CH:10]=[CH:11][C:12]([C:14]4[CH:19]=[CH:18][C:17]([C:20]5[N:24]([C:25]6[CH:30]=[CH:29][CH:28]=[CH:27][CH:26]=6)[C:23]6[CH:31]=[CH:32][CH:33]=[CH:34][C:22]=6[N:21]=5)=[CH:16][CH:15]=4)=[CH:13][C:7]=3[C:6]=2[CH:35]=1.CC1(C)C(C)(C)OB([C:44]2[CH:49]=[CH:48][C:47]([N:50]3[C:62]4[CH:61]=[CH:60][CH:59]=[CH:58][C:57]=4[C:56]4[C:51]3=[CH:52][CH:53]=[CH:54][CH:55]=4)=CC=2)O1.C(=O)([O-])[O-].[K+].[K+].O1CCO[CH2:72][CH2:71]1. Product: [C:25]1([N:24]2[C:23]3[CH:31]=[CH:32][CH:33]=[CH:34][C:22]=3[N:21]=[C:20]2[C:17]2[CH:18]=[CH:19][C:14]([C:12]3[CH:11]=[CH:10][C:8]4[O:9][C:5]5[CH:4]=[CH:3][C:2]([C:59]6[CH:60]=[CH:61][C:62]([N:50]7[C:47]8[CH:48]=[CH:49][CH:44]=[CH:72][C:71]=8[C:56]8[C:51]7=[CH:52][CH:53]=[CH:54][CH:55]=8)=[CH:57][CH:58]=6)=[CH:35][C:6]=5[C:7]=4[CH:13]=3)=[CH:15][CH:16]=2)[CH:26]=[CH:27][CH:28]=[CH:29][CH:30]=1. The catalyst class is: 690. (3) Reactant: [CH2:1]([C:5]1[CH:10]=[CH:9][C:8]([C:11]#[C:12][C:13]2[CH:39]=[CH:38][C:16]([CH2:17][N:18]([CH2:32][CH2:33][CH2:34][CH2:35][CH2:36][CH3:37])[C:19]3[CH:31]=[CH:30][C:22]4[O:23]C(C)(C)[O:25][C:26](=[O:27])[C:21]=4[CH:20]=3)=[CH:15][CH:14]=2)=[CH:7][CH:6]=1)[CH2:2][CH2:3][CH3:4].[OH-].[Na+].[ClH:42]. Product: [ClH:42].[CH2:1]([C:5]1[CH:6]=[CH:7][C:8]([C:11]#[C:12][C:13]2[CH:39]=[CH:38][C:16]([CH2:17][N:18]([CH2:32][CH2:33][CH2:34][CH2:35][CH2:36][CH3:37])[C:19]3[CH:31]=[CH:30][C:22]([OH:23])=[C:21]([CH:20]=3)[C:26]([OH:27])=[O:25])=[CH:15][CH:14]=2)=[CH:9][CH:10]=1)[CH2:2][CH2:3][CH3:4]. The catalyst class is: 88. (4) Reactant: [NH:1]1[C:9]2[C:4](=[CH:5][C:6]([CH2:10][NH:11][C:12](=[O:24])[C:13]3[CH:18]=[CH:17][C:16]([S:19][C:20]([F:23])([F:22])[F:21])=[CH:15][CH:14]=3)=[CH:7][CH:8]=2)[CH:3]=[CH:2]1.C([BH3-])#N.[Na+].[OH-].[Na+]. Product: [NH:1]1[C:9]2[C:4](=[CH:5][C:6]([CH2:10][NH:11][C:12](=[O:24])[C:13]3[CH:14]=[CH:15][C:16]([S:19][C:20]([F:21])([F:23])[F:22])=[CH:17][CH:18]=3)=[CH:7][CH:8]=2)[CH2:3][CH2:2]1. The catalyst class is: 404. (5) Reactant: [NH2:1][CH:2]1[CH2:5][N:4]([C@H:6]2[CH2:11][CH2:10][C@H:9]([CH2:12][NH:13][C:14]3[C:19]([N+:20]([O-:22])=[O:21])=[CH:18][N:17]=[C:16]([NH:23][CH2:24][C:25]4[CH:30]=[CH:29][CH:28]=[CH:27][C:26]=4[O:31][C:32]([F:35])([F:34])[F:33])[N:15]=3)[CH2:8][CH2:7]2)[CH2:3]1.[C:36](O)(=[O:43])[C:37]1[CH:42]=[CH:41][CH:40]=[CH:39][CH:38]=1.N=C=N.C1N=CN(C(N2C=NC=C2)=O)C=1.C(N(CC)CC)C. Product: [N+:20]([C:19]1[C:14]([NH:13][CH2:12][C@H:9]2[CH2:10][CH2:11][C@H:6]([N:4]3[CH2:5][CH:2]([NH:1][C:36](=[O:43])[C:37]4[CH:42]=[CH:41][CH:40]=[CH:39][CH:38]=4)[CH2:3]3)[CH2:7][CH2:8]2)=[N:15][C:16]([NH:23][CH2:24][C:25]2[CH:30]=[CH:29][CH:28]=[CH:27][C:26]=2[O:31][C:32]([F:34])([F:35])[F:33])=[N:17][CH:18]=1)([O-:22])=[O:21]. The catalyst class is: 1.